Dataset: Forward reaction prediction with 1.9M reactions from USPTO patents (1976-2016). Task: Predict the product of the given reaction. (1) Given the reactants [H-].[H-].[H-].[H-].[Li+].[Al+3].C([O:9][C:10](=O)[CH2:11][C:12]1[C:16]2[CH:17]=[CH:18][CH:19]=[C:20]([O:21][CH3:22])[C:15]=2[O:14][CH:13]=1)C, predict the reaction product. The product is: [CH3:22][O:21][C:20]1[C:15]2[O:14][CH:13]=[C:12]([CH2:11][CH2:10][OH:9])[C:16]=2[CH:17]=[CH:18][CH:19]=1. (2) Given the reactants [OH-:1].[Na+].[Cl:3][C:4]1[CH:5]=[C:6]([N:15]2[C:23]3[C:18](=[CH:19][C:20]4[C:26]([NH:27][S:28]([CH:31]5[CH2:33][CH2:32]5)(=[O:30])=[O:29])=[N:25][O:24][C:21]=4[CH:22]=3)[C:17]([C:34]#[N:35])=[CH:16]2)[CH:7]=[N:8][C:9]=1[O:10][CH2:11][CH:12]([CH3:14])[CH3:13], predict the reaction product. The product is: [Cl:3][C:4]1[CH:5]=[C:6]([N:15]2[C:23]3[C:18](=[CH:19][C:20]4[C:26]([NH:27][S:28]([CH:31]5[CH2:33][CH2:32]5)(=[O:30])=[O:29])=[N:25][O:24][C:21]=4[CH:22]=3)[C:17]([C:34]([NH2:35])=[O:1])=[CH:16]2)[CH:7]=[N:8][C:9]=1[O:10][CH2:11][CH:12]([CH3:14])[CH3:13]. (3) The product is: [Cl:1][C:2]1[CH:7]=[CH:6][C:5]([CH:8]([C:11]2[CH:12]=[CH:13][N:14]=[CH:15][CH:16]=2)[CH2:9][CH:10]=[O:18])=[CH:4][CH:3]=1. Given the reactants [Cl:1][C:2]1[CH:7]=[CH:6][C:5]([CH:8]([C:11]2[CH:16]=[CH:15][N:14]=[CH:13][CH:12]=2)[CH:9]=[CH2:10])=[CH:4][CH:3]=1.C[OH:18], predict the reaction product. (4) Given the reactants Cl.[F:2][C:3]([F:14])([F:13])[C:4]1[CH:12]=[CH:11][C:7]([C:8](=[NH:10])[NH2:9])=[CH:6][CH:5]=1.CN([CH:18]=[C:19]([CH2:24][NH+](C)C)[CH2:20][NH+](C)C)C.F[B-](F)(F)F.C[O-:34].[Na+], predict the reaction product. The product is: [F:2][C:3]([F:13])([F:14])[C:4]1[CH:12]=[CH:11][C:7]([C:8]2[N:9]=[CH:20][C:19]([CH:24]=[O:34])=[CH:18][N:10]=2)=[CH:6][CH:5]=1. (5) Given the reactants [NH2:1][C:2]1[CH:7]=[CH:6][C:5]([OH:8])=[CH:4][CH:3]=1.[CH2:9]([C:17]1[CH:22]=[CH:21][C:20]([C:23]2[CH:28]=[CH:27][C:26]([C:29](O)=[O:30])=[CH:25][CH:24]=2)=[CH:19][CH:18]=1)[CH2:10][CH2:11][CH2:12][CH2:13][CH2:14][CH2:15][CH3:16], predict the reaction product. The product is: [OH:8][C:5]1[CH:6]=[CH:7][C:2]([NH:1][C:29]([C:26]2[CH:25]=[CH:24][C:23]([C:20]3[CH:21]=[CH:22][C:17]([CH2:9][CH2:10][CH2:11][CH2:12][CH2:13][CH2:14][CH2:15][CH3:16])=[CH:18][CH:19]=3)=[CH:28][CH:27]=2)=[O:30])=[CH:3][CH:4]=1. (6) Given the reactants [N+:1]([C:4]1[CH:12]=[CH:11][C:7]([C:8]([OH:10])=O)=[CH:6][CH:5]=1)([O-:3])=[O:2].[CH3:13][N:14]([CH3:19])[CH2:15][CH2:16][NH:17][CH3:18].C1C=CC2N(O)N=NC=2C=1.CCN=C=NCCCN(C)C.Cl.CCN(C(C)C)C(C)C, predict the reaction product. The product is: [CH3:13][N:14]([CH3:19])[CH2:15][CH2:16][N:17]([CH3:18])[C:8](=[O:10])[C:7]1[CH:6]=[CH:5][C:4]([N+:1]([O-:3])=[O:2])=[CH:12][CH:11]=1. (7) Given the reactants [OH:1][CH2:2][C:3]1[CH:4]=[C:5]([CH:18]=[C:19]([CH2:21][OH:22])[CH:20]=1)[O:6][CH2:7][CH2:8][N:9]([CH3:17])[C:10](=[O:16])[CH2:11][CH2:12][C:13]([OH:15])=[O:14].[CH3:23][Si](C=[N+]=[N-])(C)C.C(OCC)(=O)C.C(=O)([O-])O.[Na+], predict the reaction product. The product is: [CH3:23][O:14][C:13](=[O:15])[CH2:12][CH2:11][C:10]([N:9]([CH2:8][CH2:7][O:6][C:5]1[CH:4]=[C:3]([CH2:2][OH:1])[CH:20]=[C:19]([CH2:21][OH:22])[CH:18]=1)[CH3:17])=[O:16]. (8) The product is: [O-:1][OH:2].[CH:3]([C:7]1[CH:12]=[CH:11][CH:10]=[CH:9][CH:8]=1)([CH2:5][CH3:6])[CH3:4].[CH:3]([C:7]1[CH:12]=[CH:11][CH:10]=[CH:9][CH:8]=1)([CH2:5][CH3:6])[CH3:4]. Given the reactants [O-:1][OH:2].[CH:3]([C:7]1[CH:12]=[CH:11][CH:10]=[CH:9][CH:8]=1)([CH2:5][CH3:6])[CH3:4], predict the reaction product. (9) Given the reactants [CH3:1][CH:2]([CH3:6])[C:3](Cl)=[O:4].[I:7][C:8]1[CH:14]=[CH:13][CH:12]=[CH:11][C:9]=1[NH2:10], predict the reaction product. The product is: [I:7][C:8]1[CH:14]=[CH:13][CH:12]=[CH:11][C:9]=1[NH:10][C:3](=[O:4])[CH:2]([CH3:6])[CH3:1].